Dataset: Full USPTO retrosynthesis dataset with 1.9M reactions from patents (1976-2016). Task: Predict the reactants needed to synthesize the given product. (1) Given the product [CH3:1][C@H:2]([CH2:9][CH2:10][CH2:11][C@H:12]([CH3:19])[CH2:13][CH2:14][CH2:15][CH:16]([CH3:18])[CH3:17])[CH2:3][CH2:4][CH2:5][C:6](=[O:8])[CH3:7], predict the reactants needed to synthesize it. The reactants are: [CH3:1][C:2]([CH2:9][CH2:10][CH2:11][C@H:12]([CH3:19])[CH2:13][CH2:14][CH2:15][CH:16]([CH3:18])[CH3:17])=[CH:3][CH2:4][CH2:5][C:6](=[O:8])[CH3:7].C[C@H](CCCC(C)C)CCCC(=O)C. (2) Given the product [CH3:23][N:24]([CH3:27])[CH:25]=[C:16]([C:4](=[O:6])[C:3]1[CH:7]=[CH:8][C:9]([F:13])=[C:10]([O:11][CH3:12])[C:2]=1[F:1])[C:15]([O:14][CH2:18][CH3:17])=[O:20], predict the reactants needed to synthesize it. The reactants are: [F:1][C:2]1[C:10]([O:11][CH3:12])=[C:9]([F:13])[CH:8]=[CH:7][C:3]=1[C:4]([OH:6])=O.[O:14]1[CH2:18][CH2:17][CH2:16][CH2:15]1.S(Cl)(Cl)=[O:20].[CH3:23][N:24]([CH3:27])[CH:25]=O. (3) The reactants are: [Cl:1][C:2]1[C:11]2[C:6](=[CH:7][C:8]([CH3:12])=[CH:9][CH:10]=2)[N:5]=[C:4]([C:13]#[N:14])[CH:3]=1.C1C(=O)N([Br:22])C(=O)C1.C(OOC(=O)C1C=CC=CC=1)(=O)C1C=CC=CC=1. Given the product [Br:22][CH2:12][C:8]1[CH:7]=[C:6]2[C:11]([C:2]([Cl:1])=[CH:3][C:4]([C:13]#[N:14])=[N:5]2)=[CH:10][CH:9]=1, predict the reactants needed to synthesize it. (4) Given the product [F:25][C:16]1[CH:15]=[C:14]([C:12]2[O:9][N:8]=[C:7]([C:6]3[CH:5]=[N:4][CH:3]=[C:2]([F:1])[CH:11]=3)[CH:13]=2)[CH:19]=[CH:18][C:17]=1[O:20][C:21]([F:22])([F:23])[F:24], predict the reactants needed to synthesize it. The reactants are: [F:1][C:2]1[CH:3]=[N:4][CH:5]=[C:6]([CH:11]=1)[C:7](Cl)=[N:8][OH:9].[C:12]([C:14]1[CH:19]=[CH:18][C:17]([O:20][C:21]([F:24])([F:23])[F:22])=[C:16]([F:25])[CH:15]=1)#[CH:13].N. (5) The reactants are: C1(C2CC(O)C3C(=CC=C(O)C=3)O2)C=CC=CC=1.[F:19][C:20]1[C:25]([F:26])=[CH:24][CH:23]=[CH:22][C:21]=1[CH:27]1[CH2:36][C:35](=[O:37])[C:34]2[C:29](=[CH:30][CH:31]=[C:32]([OH:38])[CH:33]=2)[O:28]1. Given the product [F:19][C:20]1[C:25]([F:26])=[CH:24][CH:23]=[CH:22][C:21]=1[CH:27]1[CH2:36][CH:35]([OH:37])[C:34]2[C:29](=[CH:30][CH:31]=[C:32]([OH:38])[CH:33]=2)[O:28]1, predict the reactants needed to synthesize it. (6) Given the product [NH:32]1[CH2:33][CH2:34][CH2:35][C@H:30]([NH:29][C:20]2[C:19]([CH3:43])=[C:18]([NH:8][C:9]3[CH:10]=[CH:11][C:12]([O:15][CH2:16][CH3:17])=[CH:13][CH:14]=3)[N:23]3[N:24]=[CH:25][CH:26]=[C:22]3[C:21]=2[C:27]#[N:28])[CH2:31]1.[F:44][C:45]([F:50])([F:49])[C:46]([O-:48])=[O:47], predict the reactants needed to synthesize it. The reactants are: C(OC([N:8]([C:18]1[N:23]2[N:24]=[CH:25][CH:26]=[C:22]2[C:21]([C:27]#[N:28])=[C:20]([NH:29][C@H:30]2[CH2:35][CH2:34][CH2:33][N:32](C(OC(C)(C)C)=O)[CH2:31]2)[C:19]=1[CH3:43])[C:9]1[CH:14]=[CH:13][C:12]([O:15][CH2:16][CH3:17])=[CH:11][CH:10]=1)=O)(C)(C)C.[F:44][C:45]([F:50])([F:49])[C:46]([OH:48])=[O:47]. (7) The reactants are: [H-].[Na+].[C:3]([O:7][C:8]([N:10]1[CH2:15][CH2:14][CH2:13][CH2:12][CH:11]1[CH2:16][C:17]1[NH:21][C:20]2[CH:22]=[C:23]([F:27])[C:24]([F:26])=[CH:25][C:19]=2[N:18]=1)=[O:9])([CH3:6])([CH3:5])[CH3:4].I[CH3:29]. Given the product [C:3]([O:7][C:8]([N:10]1[CH2:15][CH2:14][CH2:13][CH2:12][CH:11]1[CH2:16][C:17]1[N:18]([CH3:29])[C:19]2[CH:25]=[C:24]([F:26])[C:23]([F:27])=[CH:22][C:20]=2[N:21]=1)=[O:9])([CH3:6])([CH3:4])[CH3:5], predict the reactants needed to synthesize it. (8) Given the product [CH2:17]([O:16][C:13]1[CH:14]=[CH:15][C:10]([S:7]([N:5]([CH:4]([C:21]2[CH:22]=[CH:23][C:24]([OH:27])=[CH:25][CH:26]=2)[C:3]([O:2][CH3:1])=[O:35])[CH3:6])(=[O:9])=[O:8])=[CH:11][CH:12]=1)[C:18]#[C:19][CH3:20], predict the reactants needed to synthesize it. The reactants are: [CH3:1][O:2][C:3](=[O:35])[CH:4]([C:21]1[CH:26]=[CH:25][C:24]([O:27][Si](C(C)(C)C)(C)C)=[CH:23][CH:22]=1)[N:5]([S:7]([C:10]1[CH:15]=[CH:14][C:13]([O:16][CH2:17][C:18]#[C:19][CH3:20])=[CH:12][CH:11]=1)(=[O:9])=[O:8])[CH3:6].[F-].C([N+](CCCC)(CCCC)CCCC)CCC.Cl. (9) Given the product [CH3:1][N:2]1[CH2:3][CH2:4][C:5]([C:10]2[CH:15]=[CH:14][C:13]([Cl:16])=[C:12]([Cl:17])[CH:11]=2)([CH2:8][NH2:9])[CH2:6][CH2:7]1, predict the reactants needed to synthesize it. The reactants are: [CH3:1][N:2]1[CH2:7][CH2:6][C:5]([C:10]2[CH:15]=[CH:14][C:13]([Cl:16])=[C:12]([Cl:17])[CH:11]=2)([C:8]#[N:9])[CH2:4][CH2:3]1. (10) Given the product [N:1]1[CH:6]=[CH:5][CH:4]=[C:3]([O:7][C:11]2[N:18]=[CH:17][CH:16]=[CH:15][C:12]=2[C:13]#[N:14])[CH:2]=1, predict the reactants needed to synthesize it. The reactants are: [N:1]1[CH:6]=[CH:5][CH:4]=[C:3]([OH:7])[CH:2]=1.[H-].[Na+].Cl[C:11]1[N:18]=[CH:17][CH:16]=[CH:15][C:12]=1[C:13]#[N:14].